This data is from Peptide-MHC class I binding affinity with 185,985 pairs from IEDB/IMGT. The task is: Regression. Given a peptide amino acid sequence and an MHC pseudo amino acid sequence, predict their binding affinity value. This is MHC class I binding data. (1) The peptide sequence is EFFGWAEGY. The MHC is HLA-A02:12 with pseudo-sequence HLA-A02:12. The binding affinity (normalized) is 0.0847. (2) The peptide sequence is AAVTAGVAL. The MHC is H-2-Db with pseudo-sequence H-2-Db. The binding affinity (normalized) is 0.498. (3) The peptide sequence is ELINIPYCNY. The binding affinity (normalized) is 0.585. The MHC is HLA-A30:02 with pseudo-sequence HLA-A30:02. (4) The peptide sequence is SLTALSAGV. The MHC is HLA-B15:01 with pseudo-sequence HLA-B15:01. The binding affinity (normalized) is 0.479. (5) The peptide sequence is KVNTTIARY. The MHC is HLA-A30:01 with pseudo-sequence HLA-A30:01. The binding affinity (normalized) is 0.368. (6) The peptide sequence is MLYPLLWMF. The MHC is HLA-B15:42 with pseudo-sequence HLA-B15:42. The binding affinity (normalized) is 0.213. (7) The peptide sequence is RVRAYTYSK. The MHC is HLA-B54:01 with pseudo-sequence HLA-B54:01. The binding affinity (normalized) is 0.